This data is from Full USPTO retrosynthesis dataset with 1.9M reactions from patents (1976-2016). The task is: Predict the reactants needed to synthesize the given product. (1) Given the product [CH2:9]([O:11][C:12]([C:13]1[CH:14]=[C:15]([CH3:16])[N:1]([C:2]2[CH:3]=[C:4]([CH3:8])[CH:5]=[CH:6][CH:7]=2)[C:18]=1[C:19]1[CH:20]=[CH:21][CH:22]=[CH:23][CH:24]=1)=[O:26])[CH3:10], predict the reactants needed to synthesize it. The reactants are: [NH2:1][C:2]1[CH:7]=[CH:6][CH:5]=[C:4]([CH3:8])[CH:3]=1.[CH2:9]([O:11][C:12](=[O:26])[CH:13]([C:18](=O)[C:19]1[CH:24]=[CH:23][CH:22]=[CH:21][CH:20]=1)[CH2:14][C:15](=O)[CH3:16])[CH3:10].CC1C=CC(S(O)(=O)=O)=CC=1. (2) Given the product [F:11][C:12]1[CH:13]=[N:14][CH:15]=[CH:16][C:17]=1[NH:18][C:2](=[O:3])[O:4][C:5]1[CH:10]=[CH:9][CH:8]=[CH:7][CH:6]=1, predict the reactants needed to synthesize it. The reactants are: Cl[C:2]([O:4][C:5]1[CH:10]=[CH:9][CH:8]=[CH:7][CH:6]=1)=[O:3].[F:11][C:12]1[CH:13]=[N:14][CH:15]=[CH:16][C:17]=1[NH2:18].N1C=CC=CC=1. (3) Given the product [CH2:7]([O:6][C:4]([CH:3]1[CH2:9][CH2:10][CH2:11][N:1]([C:26](=[O:27])[C:25]2[CH:29]=[CH:30][C:22]([F:21])=[CH:23][CH:24]=2)[CH2:2]1)=[O:5])[CH3:8], predict the reactants needed to synthesize it. The reactants are: [NH:1]1[CH2:11][CH2:10][CH2:9][CH:3]([C:4]([O:6][CH2:7][CH3:8])=[O:5])[CH2:2]1.CCN(C(C)C)C(C)C.[F:21][C:22]1[CH:30]=[CH:29][C:25]([C:26](Cl)=[O:27])=[CH:24][CH:23]=1. (4) Given the product [F:1][C:2]1[C:3]2[O:28][N:27]=[C:26]([N:29]3[CH:33]=[C:32]([C:34]([NH2:37])=[O:36])[CH:31]=[N:30]3)[C:4]=2[CH:5]=[C:6]2[C:19]=1[N:18]1[CH2:20][C@@H:21]([CH3:25])[O:22][C@@H:23]([CH3:24])[C@@H:17]1[C:8]1([C:9](=[O:16])[NH:10][C:11](=[O:15])[NH:12][C:13]1=[O:14])[CH2:7]2, predict the reactants needed to synthesize it. The reactants are: [F:1][C:2]1[C:3]2[O:28][N:27]=[C:26]([N:29]3[CH:33]=[C:32]([C:34]([OH:36])=O)[CH:31]=[N:30]3)[C:4]=2[CH:5]=[C:6]2[C:19]=1[N:18]1[CH2:20][C@@H:21]([CH3:25])[O:22][C@@H:23]([CH3:24])[C@@H:17]1[C:8]1([C:13](=[O:14])[NH:12][C:11](=[O:15])[NH:10][C:9]1=[O:16])[CH2:7]2.[NH3:37].